This data is from Reaction yield outcomes from USPTO patents with 853,638 reactions. The task is: Predict the reaction yield, written as a fraction of the theoretical maximum amount of product (1.0 means a 100% yield; for example, 0.34 means a 34% yield). (1) The reactants are [CH3:1][O:2][C:3]([C:5]1[S:6][C:7]2[CH:8](Br)[CH2:9][O:10][C:11]3[CH:18]=[CH:17][C:16]([Br:19])=[CH:15][C:12]=3[C:13]=2[N:14]=1)=[O:4].[NH:21]1[CH2:26][CH2:25][O:24][CH2:23][CH2:22]1. The catalyst is C1COCC1.CCCCCC. The product is [CH3:1][O:2][C:3]([C:5]1[S:6][C:7]2[CH:8]([N:21]3[CH2:26][CH2:25][O:24][CH2:23][CH2:22]3)[CH2:9][O:10][C:11]3[CH:18]=[CH:17][C:16]([Br:19])=[CH:15][C:12]=3[C:13]=2[N:14]=1)=[O:4]. The yield is 0.750. (2) The reactants are C[O:2][C:3](=[O:38])[CH:4]([O:35][CH2:36][CH3:37])[CH2:5][C:6]1[CH:11]=[CH:10][CH:9]=[C:8]([CH2:12][CH2:13][N:14]([CH2:28][CH2:29][CH2:30][CH2:31][CH2:32][CH2:33][CH3:34])[C:15]([NH:17][C:18]2[CH:23]=[CH:22][C:21]([O:24][CH3:25])=[CH:20][C:19]=2[O:26][CH3:27])=[O:16])[CH:7]=1.[Li+].[OH-]. The catalyst is O1CCCC1. The product is [CH3:27][O:26][C:19]1[CH:20]=[C:21]([O:24][CH3:25])[CH:22]=[CH:23][C:18]=1[NH:17][C:15](=[O:16])[N:14]([CH2:13][CH2:12][C:8]1[CH:7]=[C:6]([CH2:5][CH:4]([O:35][CH2:36][CH3:37])[C:3]([OH:38])=[O:2])[CH:11]=[CH:10][CH:9]=1)[CH2:28][CH2:29][CH2:30][CH2:31][CH2:32][CH2:33][CH3:34]. The yield is 0.880.